From a dataset of HIV replication inhibition screening data with 41,000+ compounds from the AIDS Antiviral Screen. Binary Classification. Given a drug SMILES string, predict its activity (active/inactive) in a high-throughput screening assay against a specified biological target. (1) The compound is Cc1cc(C#N)c(Nc2ccc(F)cc2[N+](=O)[O-])s1. The result is 0 (inactive). (2) The drug is CCOP(=O)(OCC)C(=Cc1ccccc1)CC(C)=O. The result is 0 (inactive). (3) The compound is O=C(c1cccs1)N(C(=S)N1CCN(c2ccccc2)CC1)c1ccccc1. The result is 0 (inactive). (4) The molecule is Cc1cc(Cc2cc(C)c(O)c(C(=O)O)c2)cc(C(=O)O)c1O. The result is 1 (active). (5) The molecule is CC(=O)Nc1c(O)nc(O)nc1C(=O)O. The result is 0 (inactive). (6) The drug is O=C(O)C1C2CC3C(C2=O)C31. The result is 0 (inactive). (7) The molecule is Cc1ncc(N)c(C(=O)O)n1. The result is 0 (inactive). (8) The molecule is CCOP(=O)(OCC)C(Cc1ccc(OC)c(OC)c1)N=C(c1ccccc1)c1ccccc1. The result is 0 (inactive).